This data is from Catalyst prediction with 721,799 reactions and 888 catalyst types from USPTO. The task is: Predict which catalyst facilitates the given reaction. (1) Reactant: Cl[C:2]1[C:11]2[C:6](=[CH:7][CH:8]=[CH:9][CH:10]=2)[NH:5]/[C:4](=[C:12]2/[C:13]([CH2:18][CH2:19][CH3:20])=[N:14][NH:15][C:16]/2=[O:17])/[CH:3]=1.[C:21]([NH:24][C:25]1[CH:30]=[CH:29][C:28]([SH:31])=[CH:27][CH:26]=1)(=[O:23])[CH3:22]. Product: [O:17]=[C:16]1[NH:15][N:14]=[C:13]([CH2:18][CH2:19][CH3:20])/[C:12]/1=[C:4]1/[NH:5][C:6]2[C:11]([C:2]([S:31][C:28]3[CH:27]=[CH:26][C:25]([NH:24][C:21](=[O:23])[CH3:22])=[CH:30][CH:29]=3)=[CH:3]/1)=[CH:10][CH:9]=[CH:8][CH:7]=2. The catalyst class is: 8. (2) Reactant: Br[C:2]1[N:7]=[C:6]([CH2:8][C:9]([O:11][CH3:12])=[O:10])[CH:5]=[CH:4][CH:3]=1.Cl.[NH:14]1[CH2:17][CH:16]([OH:18])[CH2:15]1.N1CCC[C@H]1C(O)=O.C([O-])([O-])=O.[Cs+].[Cs+]. Product: [OH:18][CH:16]1[CH2:17][N:14]([C:2]2[N:7]=[C:6]([CH2:8][C:9]([O:11][CH3:12])=[O:10])[CH:5]=[CH:4][CH:3]=2)[CH2:15]1. The catalyst class is: 156.